This data is from Catalyst prediction with 721,799 reactions and 888 catalyst types from USPTO. The task is: Predict which catalyst facilitates the given reaction. (1) Reactant: [F:1][C:2]([F:48])([F:47])[C:3]1[CH:4]=[C:5]([CH:40]=[C:41]([C:43]([F:46])([F:45])[F:44])[CH:42]=1)[CH2:6][N:7]([CH2:21][C:22]1[CH:27]=[C:26]([C:28]([F:31])([F:30])[F:29])[CH:25]=[CH:24][C:23]=1[N:32]([CH2:36][CH:37]1[CH2:39][CH2:38]1)[CH2:33][CH2:34][CH3:35])[C:8]1[N:13]=[CH:12][C:11]([O:14][CH2:15][CH2:16][CH2:17][C:18]([OH:20])=[O:19])=[CH:10][N:9]=1.[OH-].[Na+:50]. Product: [Na+:50].[F:48][C:2]([F:1])([F:47])[C:3]1[CH:4]=[C:5]([CH:40]=[C:41]([C:43]([F:44])([F:45])[F:46])[CH:42]=1)[CH2:6][N:7]([CH2:21][C:22]1[CH:27]=[C:26]([C:28]([F:31])([F:30])[F:29])[CH:25]=[CH:24][C:23]=1[N:32]([CH2:36][CH:37]1[CH2:39][CH2:38]1)[CH2:33][CH2:34][CH3:35])[C:8]1[N:9]=[CH:10][C:11]([O:14][CH2:15][CH2:16][CH2:17][C:18]([O-:20])=[O:19])=[CH:12][N:13]=1. The catalyst class is: 8. (2) Reactant: C[O:2][P:3]([CH:6]1[CH2:11][CH2:10][CH2:9][CH2:8][CH2:7]1)[O:4][CH3:5].[C:12]([C:16]1[CH:17]=[C:18]([CH:21]=[C:22]([C:25]([CH3:28])([CH3:27])[CH3:26])[C:23]=1[OH:24])[CH2:19]Cl)([CH3:15])([CH3:14])[CH3:13]. Product: [CH3:5][O:4][P:3]([CH2:19][C:18]1[CH:17]=[C:16]([C:12]([CH3:13])([CH3:15])[CH3:14])[C:23]([OH:24])=[C:22]([C:25]([CH3:28])([CH3:27])[CH3:26])[CH:21]=1)([CH:6]1[CH2:11][CH2:10][CH2:9][CH2:8][CH2:7]1)=[O:2]. The catalyst class is: 11. (3) Reactant: [Si:1]([O:8][C:9]1[CH:10]=[CH:11][CH:12]=[C:13]2[C:18]=1[N:17]=[C:16]([C:19](F)(F)F)[CH:15]=[CH:14]2)([C:4]([CH3:7])([CH3:6])[CH3:5])([CH3:3])[CH3:2].BrN1C(=O)CCC1=O. Product: [Si:1]([O:8][C:9]1[CH:10]=[CH:11][CH:12]=[C:13]2[C:18]=1[N:17]=[C:16]([CH3:19])[CH:15]=[CH:14]2)([C:4]([CH3:7])([CH3:6])[CH3:5])([CH3:2])[CH3:3]. The catalyst class is: 4.